Dataset: Reaction yield outcomes from USPTO patents with 853,638 reactions. Task: Predict the reaction yield, written as a fraction of the theoretical maximum amount of product (1.0 means a 100% yield; for example, 0.34 means a 34% yield). (1) The reactants are [CH2:1]1[C:10]2[C:5](=[CH:6][C:7]([O:11][C:12]3[CH:20]=[CH:19][C:15]([C:16]([NH2:18])=[O:17])=[CH:14][CH:13]=3)=[CH:8][CH:9]=2)[CH2:4][CH2:3][NH:2]1.CN(C=O)C.CCN(CC)CC.[CH2:33](Br)[CH2:34][CH2:35][CH2:36][CH3:37]. The catalyst is C(OCC)(=O)C. The product is [CH2:33]([N:2]1[CH2:3][CH2:4][C:5]2[C:10](=[CH:9][CH:8]=[C:7]([O:11][C:12]3[CH:20]=[CH:19][C:15]([C:16]([NH2:18])=[O:17])=[CH:14][CH:13]=3)[CH:6]=2)[CH2:1]1)[CH2:34][CH2:35][CH2:36][CH3:37]. The yield is 0.770. (2) The catalyst is C1C=CC(P(C2C=CC=CC=2)[C-]2C=CC=C2)=CC=1.C1C=CC(P(C2C=CC=CC=2)[C-]2C=CC=C2)=CC=1.Cl[Pd]Cl.[Fe+2]. The product is [CH3:19][Si:18]([CH3:21])([CH3:20])[CH2:17][CH2:16][O:15][CH2:14][N:4]1[C:5]2[N:6]=[CH:7][C:8]3[N:9]([CH:11]=[N:12][N:13]=3)[C:10]=2[C:2]([C:22]([O:28][CH3:27])=[O:23])=[CH:3]1. The reactants are I[C:2]1[C:10]2[N:9]3[CH:11]=[N:12][N:13]=[C:8]3[CH:7]=[N:6][C:5]=2[N:4]([CH2:14][O:15][CH2:16][CH2:17][Si:18]([CH3:21])([CH3:20])[CH3:19])[CH:3]=1.[CH3:22][OH:23].CN([CH:27]=[O:28])C. The yield is 0.740. (3) The reactants are [Br:1][C:2]1[CH:3]=[CH:4][C:5]([NH:8][S:9]([C:12]2[CH:17]=[CH:16][C:15]([CH3:18])=[CH:14][CH:13]=2)(=[O:11])=[O:10])=[N:6][CH:7]=1.CN(C=O)C.C(N(CC)C(C)C)(C)C.Br[CH2:34][C:35]([NH2:37])=[O:36]. The catalyst is O. The product is [Br:1][C:2]1[CH:3]=[CH:4][C:5](=[N:8][S:9]([C:12]2[CH:17]=[CH:16][C:15]([CH3:18])=[CH:14][CH:13]=2)(=[O:11])=[O:10])[N:6]([CH2:34][C:35]([NH2:37])=[O:36])[CH:7]=1. The yield is 0.870. (4) The reactants are [N+:1]([C:4]1[CH:5]=[C:6]2[C:12]([C:13]3[CH:14]=[C:15]([N:19]4[CH2:24][CH2:23][N:22]([C:25]([O:27][C:28]([CH3:31])([CH3:30])[CH3:29])=[O:26])[CH2:21][CH2:20]4)[CH:16]=[CH:17][CH:18]=3)=[N:11][NH:10][C:7]2=[N:8][CH:9]=1)([O-])=O.[H][H]. The catalyst is CO.C(Cl)Cl.[Pd]. The product is [NH2:1][C:4]1[CH:5]=[C:6]2[C:12]([C:13]3[CH:14]=[C:15]([N:19]4[CH2:20][CH2:21][N:22]([C:25]([O:27][C:28]([CH3:31])([CH3:30])[CH3:29])=[O:26])[CH2:23][CH2:24]4)[CH:16]=[CH:17][CH:18]=3)=[N:11][NH:10][C:7]2=[N:8][CH:9]=1. The yield is 0.850. (5) The reactants are [NH2:1][NH:2][C:3]([NH2:5])=[O:4].[Cl:6][C:7]1[CH:12]=[CH:11][CH:10]=[CH:9][C:8]=1[CH2:13][C:14](O)=O. The catalyst is P(Cl)(Cl)(Cl)=O. The product is [Cl:6][C:7]1[CH:12]=[CH:11][CH:10]=[CH:9][C:8]=1[CH2:13][C:14]1[O:4][C:3]([NH2:5])=[N:2][N:1]=1. The yield is 0.470. (6) The reactants are [CH2:1]([O:3][C:4](=[O:39])[CH2:5][CH2:6][CH2:7][O:8][C:9]1[CH:14]=[CH:13][CH:12]=[C:11]([CH2:15][CH2:16][CH2:17][CH2:18][CH2:19][CH2:20][O:21][C:22]2[CH:27]=[C:26]([O:28][CH2:29][CH3:30])[CH:25]=[C:24](Br)[CH:23]=2)[C:10]=1[CH2:32][CH2:33][C:34]([O:36][CH2:37][CH3:38])=[O:35])[CH3:2].[C:40]1(B(O)O)[CH:45]=[CH:44][CH:43]=[CH:42][CH:41]=1.C(=O)([O-])[O-].[Cs+].[Cs+].C(COC)OC. The catalyst is C(OCC)(=O)C.C1C=CC(P(C2C=CC=CC=2)[C-]2C=CC=C2)=CC=1.C1C=CC(P(C2C=CC=CC=2)[C-]2C=CC=C2)=CC=1.Cl[Pd]Cl.[Fe+2]. The product is [CH2:1]([O:3][C:4](=[O:39])[CH2:5][CH2:6][CH2:7][O:8][C:9]1[CH:14]=[CH:13][CH:12]=[C:11]([CH2:15][CH2:16][CH2:17][CH2:18][CH2:19][CH2:20][O:21][C:22]2[CH:23]=[C:24]([C:40]3[CH:45]=[CH:44][CH:43]=[CH:42][CH:41]=3)[CH:25]=[C:26]([O:28][CH2:29][CH3:30])[CH:27]=2)[C:10]=1[CH2:32][CH2:33][C:34]([O:36][CH2:37][CH3:38])=[O:35])[CH3:2]. The yield is 0.840.